This data is from Forward reaction prediction with 1.9M reactions from USPTO patents (1976-2016). The task is: Predict the product of the given reaction. (1) The product is: [O:4]=[C:3]([C:5]1[CH:10]=[CH:9][C:8]([CH3:11])=[CH:7][CH:6]=1)[CH2:2][N:23]1[C:12](=[O:22])[C:13]2[C:14](=[CH:18][CH:19]=[CH:20][CH:21]=2)[C:15]1=[O:16]. Given the reactants Br[CH2:2][C:3]([C:5]1[CH:10]=[CH:9][C:8]([CH3:11])=[CH:7][CH:6]=1)=[O:4].[C:12]([NH2:23])(=[O:22])[C:13]1[C:14](=[CH:18][CH:19]=[CH:20][CH:21]=1)[C:15](N)=[O:16].[K], predict the reaction product. (2) The product is: [CH2:1]([O:8][CH2:9][C:10]([F:27])([F:26])[CH2:11][N:12]1[C:16]([C:17]2[CH:22]=[CH:21][C:20]([F:23])=[CH:19][CH:18]=2)=[C:15]([C:36]2[CH:37]=[CH:38][C:39]3[O:44][CH2:43][C:42](=[O:45])[NH:41][C:40]=3[CH:46]=2)[C:14]([CH3:25])=[N:13]1)[C:2]1[CH:7]=[CH:6][CH:5]=[CH:4][CH:3]=1. Given the reactants [CH2:1]([O:8][CH2:9][C:10]([F:27])([F:26])[CH2:11][N:12]1[C:16]([C:17]2[CH:22]=[CH:21][C:20]([F:23])=[CH:19][CH:18]=2)=[C:15](Br)[C:14]([CH3:25])=[N:13]1)[C:2]1[CH:7]=[CH:6][CH:5]=[CH:4][CH:3]=1.CC1(C)C(C)(C)OB([C:36]2[CH:37]=[CH:38][C:39]3[O:44][CH2:43][C:42](=[O:45])[NH:41][C:40]=3[CH:46]=2)O1.C(=O)([O-])[O-].[Cs+].[Cs+], predict the reaction product. (3) Given the reactants ClC1C=C(C2N=C(C(C)CC3[N:16]([CH:26]4[CH2:28][CH2:27]4)[C:17]([C:20]4[CH:25]=[CH:24][N:23]=[CH:22][CH:21]=4)=NN=3)ON=2)C=CC=1.ClC1C=C(C2N=C([C@H](C)CC(NN)=O)[O:39]N=2)C=CC=1.Cl.C1(N=C(Cl)C2C=CN=CC=2)CC1.C([O-])([O-])=O.[K+].[K+], predict the reaction product. The product is: [CH:26]1([NH:16][C:17](=[O:39])[C:20]2[CH:25]=[CH:24][N:23]=[CH:22][CH:21]=2)[CH2:28][CH2:27]1. (4) Given the reactants [CH:1]([O:4][C:5]1[S:6][CH:7]=[CH:8][N:9]=1)(C)[CH3:2].[Br:10]N1C(=O)CCC1=O.C(OCC)(=O)C.CCCCCC, predict the reaction product. The product is: [Br:10][C:7]1[S:6][C:5]([O:4][CH2:1][CH3:2])=[N:9][CH:8]=1. (5) Given the reactants [OH:1][CH2:2][C:3]([CH3:9])([CH3:8])[C:4]([O:6][CH3:7])=[O:5].[CH3:10][O:11][C:12]1[CH:17]=[CH:16][C:15](O)=[CH:14][CH:13]=1.C1(P(C2C=CC=CC=2)C2C=CC=CC=2)C=CC=CC=1.CCOC(/N=N/C(OCC)=O)=O, predict the reaction product. The product is: [CH3:10][O:11][C:12]1[CH:17]=[CH:16][C:15]([O:1][CH2:2][C:3]([CH3:9])([CH3:8])[C:4]([O:6][CH3:7])=[O:5])=[CH:14][CH:13]=1. (6) Given the reactants [F:1][C:2]1[CH:3]=[C:4]([N:15]2[CH2:19][C@H:18]([CH2:20][NH:21][C:22](=[O:24])[CH3:23])[O:17][C:16]2=[O:25])[CH:5]=[CH:6][C:7]=1[N:8]1[CH2:13][CH2:12][C:11](=O)[CH2:10][CH2:9]1.[C-:26]#[N:27].[Na+].[CH3:29][O:30][C:31]([C:33]1[CH:39]=[CH:38][C:36]([NH2:37])=[CH:35][CH:34]=1)=[O:32], predict the reaction product. The product is: [CH3:29][O:30][C:31]([C:33]1[CH:39]=[CH:38][C:36]([NH:37][C:11]2([C:26]#[N:27])[CH2:10][CH2:9][N:8]([C:7]3[CH:6]=[CH:5][C:4]([N:15]4[CH2:19][C@H:18]([CH2:20][NH:21][C:22](=[O:24])[CH3:23])[O:17][C:16]4=[O:25])=[CH:3][C:2]=3[F:1])[CH2:13][CH2:12]2)=[CH:35][CH:34]=1)=[O:32]. (7) Given the reactants [CH2:1]([O:8][C:9]1[N:10]=[N:11][C:12]([C:23]#[C:24][C:25]2[CH:30]=[CH:29][C:28]([C:31]([F:34])([F:33])[F:32])=[C:27](C)[CH:26]=2)=[CH:13][C:14]=1[O:15][CH2:16][C:17]1[CH:22]=[CH:21][CH:20]=[CH:19][CH:18]=1)[C:2]1[CH:7]=[CH:6][CH:5]=[CH:4][CH:3]=1.C(OC1N=NC(C#C)=CC=1OCC1C=CC=CC=1)C1C=CC=CC=1.BrC1C=CC(C(F)(F)F)=CC=1[Cl:71], predict the reaction product. The product is: [CH2:1]([O:8][C:9]1[N:10]=[N:11][C:12]([C:23]#[C:24][C:25]2[CH:30]=[CH:29][C:28]([C:31]([F:34])([F:33])[F:32])=[CH:27][C:26]=2[Cl:71])=[CH:13][C:14]=1[O:15][CH2:16][C:17]1[CH:22]=[CH:21][CH:20]=[CH:19][CH:18]=1)[C:2]1[CH:7]=[CH:6][CH:5]=[CH:4][CH:3]=1. (8) Given the reactants [C:1]([O:4][C:5]1[CH:10]=[CH:9][C:8]([CH2:11][C:12]([OH:14])=[O:13])=[CH:7][C:6]=1[O:15][CH3:16])(=[O:3])[CH3:2].[I:17]I, predict the reaction product. The product is: [I:17][C:9]1[CH:10]=[C:5]([O:4][C:1](=[O:3])[CH3:2])[C:6]([O:15][CH3:16])=[CH:7][C:8]=1[CH2:11][C:12]([OH:14])=[O:13].